From a dataset of Full USPTO retrosynthesis dataset with 1.9M reactions from patents (1976-2016). Predict the reactants needed to synthesize the given product. (1) Given the product [C:1]([O:5][C:6]([NH:8][C:9]1[CH:14]=[C:13]([Cl:15])[C:12]([C:55]([O:57][CH2:22][CH3:23])=[O:54])=[N:11][CH:10]=1)=[O:7])([CH3:4])([CH3:3])[CH3:2], predict the reactants needed to synthesize it. The reactants are: [C:1]([O:5][C:6]([NH:8][C:9]1[CH:10]=[N:11][C:12](Cl)=[C:13]([Cl:15])[CH:14]=1)=[O:7])([CH3:4])([CH3:3])[CH3:2].C(N([CH2:22][CH3:23])CC)C.C1(P(C2C=CC=CC=2)CCCP(C2C=CC=CC=2)C2C=CC=CC=2)C=CC=CC=1.[C]=[O:54].[CH2:55]([OH:57])C. (2) Given the product [Br:14][C:12]1[O:13][C:8]2[CH:7]=[C:6]([C:4]([OH:5])=[O:3])[NH:10][C:9]=2[CH:11]=1, predict the reactants needed to synthesize it. The reactants are: C([O:3][C:4]([C:6]1[NH:10][C:9]2[CH:11]=[C:12]([Br:14])[O:13][C:8]=2[CH:7]=1)=[O:5])C.[OH-].[Na+]. (3) Given the product [CH3:1][O:2][C:3]1[CH:4]=[C:5]2[C:6](=[CH:7][C:8]=1[O:9][CH3:10])[C:11](=[O:12])[CH:49]([C:46]1[CH:45]=[CH:44][N:43]=[CH:48][CH:47]=1)[C:14]2=[CH2:13], predict the reactants needed to synthesize it. The reactants are: [CH3:1][O:2][C:3]1[CH:4]=[C:5]2[CH2:14][CH:13](CC3CCN(CC4C=CC=CC=4)CC3)[C:11](=[O:12])[C:6]2=[CH:7][C:8]=1[O:9][CH3:10].COC1C=C2C(=CC=1OC)C(=O)CC2.[N:43]1[CH:48]=[CH:47][C:46]([CH:49]=O)=[CH:45][CH:44]=1. (4) Given the product [F:20][C:21]1[CH:22]=[CH:23][C:24]([C:27]2[S:31][C:30]([CH3:32])=[N:29][C:28]=2[C:33]([N:3]2[CH2:4][C@@H:5]3[C@@H:1]([CH2:6]3)[C@H:2]2[CH2:7][NH:8][C:9]([C:11]2[CH:12]=[CH:13][CH:14]=[C:15]3[O:19][CH:18]=[CH:17][C:16]=23)=[O:10])=[O:34])=[CH:25][CH:26]=1, predict the reactants needed to synthesize it. The reactants are: [C@@H:1]12[CH2:6][C@@H:5]1[CH2:4][NH:3][C@@H:2]2[CH2:7][NH:8][C:9]([C:11]1[CH:12]=[CH:13][CH:14]=[C:15]2[O:19][CH:18]=[CH:17][C:16]=12)=[O:10].[F:20][C:21]1[CH:26]=[CH:25][C:24]([C:27]2[S:31][C:30]([CH3:32])=[N:29][C:28]=2[C:33](O)=[O:34])=[CH:23][CH:22]=1. (5) Given the product [CH2:161]([NH:84][C:5]1[C:6]([C:8]([NH:10][CH2:11][CH2:12][O:13][CH2:14][CH2:15][O:16][CH2:17][CH2:18][O:19][CH2:20][CH2:21][O:22][CH2:23][CH2:24][O:25][CH2:26][CH2:27][O:28][CH2:29][CH2:30][O:31][CH2:32][CH2:33][O:34][CH2:35][CH2:36][O:37][CH2:38][CH2:39][O:40][CH2:41][CH2:42][O:43][CH2:44][CH2:45][O:46][CH2:47][CH2:48][O:49][CH2:50][CH2:51][O:52][CH2:53][CH2:54][O:55][CH2:56][CH2:57][O:58][CH2:59][CH2:60][O:61][CH2:62][CH2:63][O:64][CH2:65][CH2:66][O:67][CH2:68][CH2:69][O:70][CH2:71][CH2:72][O:73][CH2:74][CH2:75][O:76][CH2:77][CH2:78][O:79][CH2:80][CH2:81][O:82][CH3:83])=[O:9])=[N:7][C:2]([NH:1][CH2:169][CH2:166][CH3:165])=[C:3]([C:85]([NH:87][CH2:88][CH2:89][O:90][CH2:91][CH2:92][O:93][CH2:94][CH2:95][O:96][CH2:97][CH2:98][O:99][CH2:100][CH2:101][O:102][CH2:103][CH2:104][O:105][CH2:106][CH2:107][O:108][CH2:109][CH2:110][O:111][CH2:112][CH2:113][O:114][CH2:115][CH2:116][O:117][CH2:118][CH2:119][O:120][CH2:121][CH2:122][O:123][CH2:124][CH2:125][O:126][CH2:127][CH2:128][O:129][CH2:130][CH2:131][O:132][CH2:133][CH2:134][O:135][CH2:136][CH2:137][O:138][CH2:139][CH2:140][O:141][CH2:142][CH2:143][O:144][CH2:145][CH2:146][O:147][CH2:148][CH2:149][O:150][CH2:151][CH2:152][O:153][CH2:154][CH2:155][O:156][CH2:157][CH2:158][O:159][CH3:160])=[O:86])[N:4]=1)[CH2:162][CH3:163], predict the reactants needed to synthesize it. The reactants are: [NH2:1][C:2]1[C:3]([C:85]([NH:87][CH2:88][CH2:89][O:90][CH2:91][CH2:92][O:93][CH2:94][CH2:95][O:96][CH2:97][CH2:98][O:99][CH2:100][CH2:101][O:102][CH2:103][CH2:104][O:105][CH2:106][CH2:107][O:108][CH2:109][CH2:110][O:111][CH2:112][CH2:113][O:114][CH2:115][CH2:116][O:117][CH2:118][CH2:119][O:120][CH2:121][CH2:122][O:123][CH2:124][CH2:125][O:126][CH2:127][CH2:128][O:129][CH2:130][CH2:131][O:132][CH2:133][CH2:134][O:135][CH2:136][CH2:137][O:138][CH2:139][CH2:140][O:141][CH2:142][CH2:143][O:144][CH2:145][CH2:146][O:147][CH2:148][CH2:149][O:150][CH2:151][CH2:152][O:153][CH2:154][CH2:155][O:156][CH2:157][CH2:158][O:159][CH3:160])=[O:86])=[N:4][C:5]([NH2:84])=[C:6]([C:8]([NH:10][CH2:11][CH2:12][O:13][CH2:14][CH2:15][O:16][CH2:17][CH2:18][O:19][CH2:20][CH2:21][O:22][CH2:23][CH2:24][O:25][CH2:26][CH2:27][O:28][CH2:29][CH2:30][O:31][CH2:32][CH2:33][O:34][CH2:35][CH2:36][O:37][CH2:38][CH2:39][O:40][CH2:41][CH2:42][O:43][CH2:44][CH2:45][O:46][CH2:47][CH2:48][O:49][CH2:50][CH2:51][O:52][CH2:53][CH2:54][O:55][CH2:56][CH2:57][O:58][CH2:59][CH2:60][O:61][CH2:62][CH2:63][O:64][CH2:65][CH2:66][O:67][CH2:68][CH2:69][O:70][CH2:71][CH2:72][O:73][CH2:74][CH2:75][O:76][CH2:77][CH2:78][O:79][CH2:80][CH2:81][O:82][CH3:83])=[O:9])[N:7]=1.[CH:161](=O)[CH2:162][CH3:163].[CH3:165][C:166](O)=O.[C:169](O[BH-](OC(=O)C)OC(=O)C)(=O)C.[Na+].